This data is from Peptide-MHC class I binding affinity with 185,985 pairs from IEDB/IMGT. The task is: Regression. Given a peptide amino acid sequence and an MHC pseudo amino acid sequence, predict their binding affinity value. This is MHC class I binding data. (1) The peptide sequence is NVSLVKPTVY. The MHC is HLA-A30:02 with pseudo-sequence HLA-A30:02. The binding affinity (normalized) is 0.347. (2) The peptide sequence is KAALDLSHFL. The MHC is HLA-A02:06 with pseudo-sequence HLA-A02:06. The binding affinity (normalized) is 0.351. (3) The peptide sequence is FLGKIWPSYK. The MHC is HLA-C06:02 with pseudo-sequence HLA-C06:02. The binding affinity (normalized) is 0. (4) The peptide sequence is TIMAAILAY. The MHC is HLA-A03:01 with pseudo-sequence HLA-A03:01. The binding affinity (normalized) is 0.689. (5) The peptide sequence is FPCSICLSGL. The MHC is HLA-B35:01 with pseudo-sequence HLA-B35:01. The binding affinity (normalized) is 0.555.